This data is from Forward reaction prediction with 1.9M reactions from USPTO patents (1976-2016). The task is: Predict the product of the given reaction. (1) Given the reactants N1CCCC1.[CH2:6]([NH:13][C:14]([NH:16][C@H:17]1[CH2:25][C@H:24]2[C@:20]([C:26]3[CH:31]=[CH:30][C:29]([O:32][CH3:33])=[C:28]([O:34][CH3:35])[CH:27]=3)([CH2:21][CH2:22][NH:23]2)[CH2:19][CH2:18]1)=[S:15])[C:7]1[CH:12]=[CH:11][CH:10]=[CH:9][CH:8]=1.[N:36]1[CH:41]=[CH:40][CH:39]=[C:38]([CH:42]=O)[CH:37]=1, predict the reaction product. The product is: [CH2:6]([NH:13][C:14]([NH:16][C@H:17]1[CH2:25][C@H:24]2[C@:20]([C:26]3[CH:31]=[CH:30][C:29]([O:32][CH3:33])=[C:28]([O:34][CH3:35])[CH:27]=3)([CH2:21][CH2:22][N:23]2[CH2:42][C:38]2[CH:37]=[N:36][CH:41]=[CH:40][CH:39]=2)[CH2:19][CH2:18]1)=[S:15])[C:7]1[CH:12]=[CH:11][CH:10]=[CH:9][CH:8]=1. (2) Given the reactants [CH:1]1([N:7]([CH3:19])[C:8](=[O:18])[C:9]2[CH:14]=[CH:13][CH:12]=[C:11]([N+:15]([O-])=O)[CH:10]=2)[CH2:6][CH2:5][CH2:4][CH2:3][CH2:2]1, predict the reaction product. The product is: [NH2:15][C:11]1[CH:10]=[C:9]([CH:14]=[CH:13][CH:12]=1)[C:8]([N:7]([CH:1]1[CH2:6][CH2:5][CH2:4][CH2:3][CH2:2]1)[CH3:19])=[O:18].